From a dataset of Full USPTO retrosynthesis dataset with 1.9M reactions from patents (1976-2016). Predict the reactants needed to synthesize the given product. (1) Given the product [O:19]=[C:10]1[C:9]2[CH:8]=[CH:7][CH:6]=[C:5]([C:3]([OH:4])=[O:2])[C:18]=2[O:17][C:16]2[C:11]1=[CH:12][CH:13]=[CH:14][CH:15]=2, predict the reactants needed to synthesize it. The reactants are: C[O:2][C:3]([C:5]1[C:18]2[O:17][C:16]3[C:11](=[CH:12][CH:13]=[CH:14][CH:15]=3)[C:10](=[O:19])[C:9]=2[CH:8]=[CH:7][CH:6]=1)=[O:4].[OH-].[Na+]. (2) Given the product [N+:36]([C:33]1[CH:34]=[CH:35][C:30]([O:29][C:27]([NH:1][C:2]2[C:3]([CH3:19])=[CH:4][C:5]3[N:6]([CH:16]([CH3:17])[CH3:18])[C:7]4[C:12]([C:13]=3[C:14]=2[CH3:15])=[CH:11][CH:10]=[CH:9][CH:8]=4)=[O:28])=[CH:31][CH:32]=1)([O-:38])=[O:37], predict the reactants needed to synthesize it. The reactants are: [NH2:1][C:2]1[C:3]([CH3:19])=[CH:4][C:5]2[N:6]([CH:16]([CH3:18])[CH3:17])[C:7]3[C:12]([C:13]=2[C:14]=1[CH3:15])=[CH:11][CH:10]=[CH:9][CH:8]=3.C(=O)([O-])[O-].[K+].[K+].Cl[C:27]([O:29][C:30]1[CH:35]=[CH:34][C:33]([N+:36]([O-:38])=[O:37])=[CH:32][CH:31]=1)=[O:28]. (3) Given the product [CH3:1][O:2][C:3]1[N:4]=[C:5]2[C:10](=[CH:11][CH:12]=1)[N:9]=[CH:8][CH:7]=[C:6]2[NH2:25], predict the reactants needed to synthesize it. The reactants are: [CH3:1][O:2][C:3]1[N:4]=[C:5]2[C:10](=[CH:11][CH:12]=1)[N:9]=[CH:8][CH:7]=[C:6]2OS(C(F)(F)F)(=O)=O.Cl.C([NH2:25])CC. (4) Given the product [Cl:1][C:2]1[CH:3]=[C:4]([CH:26]=[CH:27][C:28]=1[O:29][CH3:30])[CH2:5][NH:6][C:7]1[C:12]([C:13]([NH:15][CH2:16][C:17]2[N:22]=[CH:21][CH:20]=[CH:19][N:18]=2)=[O:14])=[CH:11][N:10]=[C:9]([N:37]2[CH2:36][CH2:35][C:34]3([CH2:39][CH2:40][CH2:41][N:32]([CH3:31])[CH2:33]3)[CH2:38]2)[N:8]=1, predict the reactants needed to synthesize it. The reactants are: [Cl:1][C:2]1[CH:3]=[C:4]([CH:26]=[CH:27][C:28]=1[O:29][CH3:30])[CH2:5][NH:6][C:7]1[C:12]([C:13]([NH:15][CH2:16][C:17]2[N:22]=[CH:21][CH:20]=[CH:19][N:18]=2)=[O:14])=[CH:11][N:10]=[C:9](S(C)=O)[N:8]=1.[CH3:31][N:32]1[CH2:41][CH2:40][CH2:39][C:34]2([CH2:38][NH:37][CH2:36][CH2:35]2)[CH2:33]1.C(N(CC)CC)C.O. (5) Given the product [Cl:14][C:12]1[CH:11]=[CH:10][C:9]([O:15][CH2:16][CH3:17])=[C:8]([C:6]2[N:5]=[C:4]([NH2:18])[N:3]=[C:2]([N:24]([C:23]3[CH:26]=[CH:27][C:20]([Cl:19])=[CH:21][CH:22]=3)[CH3:25])[CH:7]=2)[CH:13]=1, predict the reactants needed to synthesize it. The reactants are: Cl[C:2]1[CH:7]=[C:6]([C:8]2[CH:13]=[C:12]([Cl:14])[CH:11]=[CH:10][C:9]=2[O:15][CH2:16][CH3:17])[N:5]=[C:4]([NH2:18])[N:3]=1.[Cl:19][C:20]1[CH:27]=[CH:26][C:23]([NH:24][CH3:25])=[CH:22][CH:21]=1. (6) Given the product [F:15][C:14]1[C:13]([F:16])=[CH:12][C:11]([F:17])=[C:10]([F:18])[C:9]=1[O:8][C:6]1[CH:5]=[CH:4][N:3]=[CH:2][N:7]=1, predict the reactants needed to synthesize it. The reactants are: Cl[C:2]1[N:7]=[C:6]([O:8][C:9]2[C:14]([F:15])=[C:13]([F:16])[CH:12]=[C:11]([F:17])[C:10]=2[F:18])[CH:5]=[CH:4][N:3]=1.CC(C)(C)C(O)=O. (7) Given the product [C:40]([C:37]1[CH:38]=[CH:39][C:34]([S:31]([C:29]2[C:28]3[C:23](=[CH:24][CH:25]=[CH:26][CH:27]=3)[C:22](=[O:42])[N:21]([NH:20][C:4](=[O:6])[CH2:3][C:2]([CH3:1])([C:8]3[CH:13]=[CH:12][CH:11]=[CH:10][CH:9]=3)[CH3:7])[N:30]=2)(=[O:33])=[O:32])=[CH:35][CH:36]=1)#[N:41], predict the reactants needed to synthesize it. The reactants are: [CH3:1][C:2]([C:8]1[CH:13]=[CH:12][CH:11]=[CH:10][CH:9]=1)([CH3:7])[CH2:3][C:4]([OH:6])=O.C(Cl)(=O)C(Cl)=O.[NH2:20][N:21]1[N:30]=[C:29]([S:31]([C:34]2[CH:39]=[CH:38][C:37]([C:40]#[N:41])=[CH:36][CH:35]=2)(=[O:33])=[O:32])[C:28]2[C:23](=[CH:24][CH:25]=[CH:26][CH:27]=2)[C:22]1=[O:42].N1C=CC=CC=1. (8) Given the product [CH2:17]([O:19][C:20](=[O:21])[CH2:8][C:6]1[CH:5]=[CH:4][N:3]=[C:2]([Cl:1])[CH:7]=1)[CH3:18], predict the reactants needed to synthesize it. The reactants are: [Cl:1][C:2]1[CH:7]=[C:6]([CH3:8])[CH:5]=[CH:4][N:3]=1.[Li+].CC([N-]C(C)C)C.[CH2:17]([O:19][C:20](=O)[O:21]CC)[CH3:18]. (9) Given the product [Cl:11][C:12]1[CH:17]=[CH:16][C:15]([N:18]([C@H:22]2[C:31]3[C:26](=[CH:27][CH:28]=[CH:29][CH:30]=3)[N:25]([C:32](=[O:41])[C:33]3[CH:34]=[CH:35][C:36]([O:39][CH3:40])=[CH:37][CH:38]=3)[C@@H:24]([CH3:42])[CH2:23]2)[C:19](=[O:21])[CH3:20])=[CH:14][CH:13]=1.[Cl:11][C:12]1[CH:13]=[CH:14][C:15]([N:18]([C@H:22]2[C:31]3[C:26](=[CH:27][CH:28]=[CH:29][CH:30]=3)[N:25]([C:32](=[O:41])[C:33]3[CH:34]=[CH:35][C:36]([OH:39])=[CH:37][CH:38]=3)[C@@H:24]([CH3:42])[CH2:23]2)[C:19](=[O:21])[CH3:20])=[CH:16][CH:17]=1, predict the reactants needed to synthesize it. The reactants are: FC1C=CC(C(Cl)=O)=CC=1.[Cl:11][C:12]1[CH:17]=[CH:16][C:15]([N:18]([C@H:22]2[C:31]3[C:26](=[CH:27][CH:28]=[CH:29][CH:30]=3)[N:25]([C:32](=[O:41])[C:33]3[CH:38]=[CH:37][C:36]([O:39][CH3:40])=[CH:35][CH:34]=3)[C@@H:24]([CH3:42])[CH2:23]2)[C:19](=[O:21])[CH3:20])=[CH:14][CH:13]=1.B(Br)(Br)Br. (10) Given the product [ClH:32].[F:33][C:34]1[CH:35]=[C:36]2[C:40](=[CH:41][CH:42]=1)[NH:39][C:38]([C:6]([NH:8][C@H:9]1[CH2:14][CH2:13][C@@H:12]([C:15]([O:17][CH3:18])=[O:16])[CH2:11][C@H:10]1[NH:19][C:20]([C:22]1[S:23][C:24]3[CH2:25][N:26]([CH3:31])[CH2:27][CH2:28][C:29]=3[N:30]=1)=[O:21])=[O:7])=[CH:37]2, predict the reactants needed to synthesize it. The reactants are: C(O[C:6]([NH:8][C@H:9]1[CH2:14][CH2:13][C@@H:12]([C:15]([O:17][CH3:18])=[O:16])[CH2:11][C@H:10]1[NH:19][C:20]([C:22]1[S:23][C:24]2[CH2:25][N:26]([CH3:31])[CH2:27][CH2:28][C:29]=2[N:30]=1)=[O:21])=[O:7])(C)(C)C.[ClH:32].[F:33][C:34]1[CH:35]=[C:36]2[C:40](=[CH:41][CH:42]=1)[NH:39][C:38](C(O)=O)=[CH:37]2.